This data is from Reaction yield outcomes from USPTO patents with 853,638 reactions. The task is: Predict the reaction yield, written as a fraction of the theoretical maximum amount of product (1.0 means a 100% yield; for example, 0.34 means a 34% yield). The reactants are [NH:1]1[CH2:6][CH2:5][O:4][CH2:3][CH2:2]1.C(=O)([O-])[O-].[K+].[K+].[C:13]([CH:15]([NH:20][C:21]([CH:23]1[CH2:28][CH2:27][CH2:26][CH2:25][CH:24]1[NH:29][C:30]([C:32]1[N:33]([CH2:42][CH2:43][CH2:44]Cl)[C:34]2[C:39]([CH:40]=1)=[CH:38][CH:37]=[C:36]([Cl:41])[CH:35]=2)=[O:31])=[O:22])[CH2:16][CH:17]([CH3:19])[CH3:18])#[N:14]. The catalyst is CN(C=O)C. The product is [C:13]([CH:15]([NH:20][C:21]([CH:23]1[CH2:28][CH2:27][CH2:26][CH2:25][CH:24]1[NH:29][C:30]([C:32]1[N:33]([CH2:42][CH2:43][CH2:44][N:1]2[CH2:6][CH2:5][O:4][CH2:3][CH2:2]2)[C:34]2[C:39]([CH:40]=1)=[CH:38][CH:37]=[C:36]([Cl:41])[CH:35]=2)=[O:31])=[O:22])[CH2:16][CH:17]([CH3:19])[CH3:18])#[N:14]. The yield is 0.270.